This data is from Reaction yield outcomes from USPTO patents with 853,638 reactions. The task is: Predict the reaction yield, written as a fraction of the theoretical maximum amount of product (1.0 means a 100% yield; for example, 0.34 means a 34% yield). (1) The reactants are [Br:1][C:2]1[CH:7]=[C:6]([N+]([O-])=O)[CH:5]=[C:4]([Br:11])[CH:3]=1.[OH-].[K+].CN(C)[C:16](=[O:20])N(C)C. The catalyst is [Br-].C([N+](CCCC)(CCCC)CCCC)CCC. The product is [Br:1][C:2]1[CH:7]=[C:6]([O:20][CH2:16][C:2]2[CH:7]=[CH:6][CH:5]=[CH:4][CH:3]=2)[CH:5]=[C:4]([Br:11])[CH:3]=1. The yield is 0.920. (2) The reactants are C([O:3][C:4]([C:6]1[C:10]([CH2:11][NH:12][CH:13]([CH3:15])[CH3:14])=[C:9]([C:16]2[CH:21]=[CH:20][C:19]([Cl:22])=[CH:18][CH:17]=2)[N:8]([C:23]2[CH:28]=[CH:27][CH:26]=[CH:25][C:24]=2[Cl:29])[N:7]=1)=[O:5])C.Cl. The catalyst is [OH-].[K+].CCO. The product is [Cl:29][C:24]1[CH:25]=[CH:26][CH:27]=[CH:28][C:23]=1[N:8]1[C:9]([C:16]2[CH:17]=[CH:18][C:19]([Cl:22])=[CH:20][CH:21]=2)=[C:10]([CH2:11][NH:12][CH:13]([CH3:15])[CH3:14])[C:6]([C:4]([OH:5])=[O:3])=[N:7]1. The yield is 1.00. (3) The reactants are [CH3:1][O:2][C:3]1[N:4]=[C:5]2[C:10](=[CH:11][CH:12]=1)[N:9]=[CH:8][CH:7]=[C:6]2[NH2:13].[C:14](Cl)(=[O:20])[CH2:15][CH2:16][CH2:17][CH:18]=[CH2:19]. The catalyst is C(Cl)Cl. The product is [CH3:1][O:2][C:3]1[N:4]=[C:5]2[C:10](=[CH:11][CH:12]=1)[N:9]=[CH:8][CH:7]=[C:6]2[NH:13][C:14](=[O:20])[CH2:15][CH2:16][CH2:17][CH:18]=[CH2:19]. The yield is 0.710. (4) The reactants are Cl[C:2]1[C:7]([C:8]2[N:13]=[CH:12][N:11]3[N:14]=[CH:15][C:16]([C:17]([O:19][CH2:20][CH3:21])=[O:18])=[C:10]3[CH:9]=2)=[CH:6][CH:5]=[CH:4][N:3]=1.Br[C:23]1[CH:28]=[CH:27][CH:26]=[C:25]([C:29]([F:32])([F:31])[F:30])[N:24]=1. No catalyst specified. The product is [F:30][C:29]([F:32])([F:31])[C:25]1[N:24]=[C:23]([C:2]2[C:7]([C:8]3[CH:9]=[CH:10][N:11]4[N:14]=[CH:15][C:16]([C:17]([O:19][CH2:20][CH3:21])=[O:18])=[C:12]4[N:13]=3)=[CH:6][CH:5]=[CH:4][N:3]=2)[CH:28]=[CH:27][CH:26]=1. The yield is 0.659. (5) The reactants are C(N(CC)CC)C.[N:8]1([C:14]2[CH:23]=[CH:22][CH:21]=[C:20]3[C:15]=2[C:16]([NH2:25])=[N:17][C:18]([NH2:24])=[N:19]3)[CH2:13][CH2:12][NH:11][CH2:10][CH2:9]1.Br[CH2:27][C:28]1[CH:37]=[CH:36][C:35]2[C:30](=[CH:31][CH:32]=[CH:33][CH:34]=2)[CH:29]=1.[ClH:38].O1CCOCC1. The catalyst is CN(C)C=O. The product is [ClH:38].[CH:29]1[C:30]2[C:35](=[CH:34][CH:33]=[CH:32][CH:31]=2)[CH:36]=[CH:37][C:28]=1[CH2:27][N:11]1[CH2:12][CH2:13][N:8]([C:14]2[CH:23]=[CH:22][CH:21]=[C:20]3[C:15]=2[C:16]([NH2:25])=[N:17][C:18]([NH2:24])=[N:19]3)[CH2:9][CH2:10]1. The yield is 0.710.